Dataset: Microsomal clearance measurements from AstraZeneca. Task: Regression/Classification. Given a drug SMILES string, predict its absorption, distribution, metabolism, or excretion properties. Task type varies by dataset: regression for continuous measurements (e.g., permeability, clearance, half-life) or binary classification for categorical outcomes (e.g., BBB penetration, CYP inhibition). For this dataset (clearance_microsome_az), we predict log10(clearance) (log10 of the in vitro intrinsic clearance, CLint, in uL/min per mg of human liver microsomal protein, equivalently mL/min/g; values are censored to the assay range of 3 to 150, which is 0.477 to 2.18 on this log10 scale). (1) The drug is Cc1ccc2c(c1)c(-c1ccnc3c(F)cccc13)c(C)n2CC(=O)O. The log10(clearance) is 0.480. (2) The compound is O=C(Nc1nc2ccccc2[nH]1)c1ccccc1. The log10(clearance) is 1.81. (3) The compound is CC1Sc2c(C(=O)O)c(=O)c3cc(F)c(N4CCNCC4)cc3n21. The log10(clearance) is 1.14. (4) The drug is C[C@H](CO)n1ccc2c(NC(=O)Cc3ccc(Cl)c(C(F)(F)F)c3)cccc2c1=O. The log10(clearance) is 0.480.